From a dataset of Full USPTO retrosynthesis dataset with 1.9M reactions from patents (1976-2016). Predict the reactants needed to synthesize the given product. (1) Given the product [Br:1][C:2]1[CH:3]=[CH:4][C:5]([N:15]2[CH2:24][C:23]([CH3:26])([CH3:25])[C:22]3[C:17](=[C:18]([C:27]([OH:29])=[O:28])[CH:19]=[CH:20][CH:21]=3)[CH2:16]2)=[N:6][C:7]=1[C:8]([O:10][C:11]([CH3:14])([CH3:13])[CH3:12])=[O:9], predict the reactants needed to synthesize it. The reactants are: [Br:1][C:2]1[CH:3]=[CH:4][C:5]([N:15]2[CH2:24][C:23]([CH3:26])([CH3:25])[C:22]3[C:17](=[C:18]([C:27]([O:29]C)=[O:28])[CH:19]=[CH:20][CH:21]=3)[CH2:16]2)=[N:6][C:7]=1[C:8]([O:10][C:11]([CH3:14])([CH3:13])[CH3:12])=[O:9].[Li+].[OH-].Cl. (2) Given the product [ClH:2].[F:23][C:5]([F:4])([F:22])[C:6]([NH:8][CH:9]1[CH2:14][CH2:13][NH:12][CH2:11][CH2:10]1)=[O:7], predict the reactants needed to synthesize it. The reactants are: C(Cl)[Cl:2].[F:4][C:5]([F:23])([F:22])[C:6]([NH:8][CH:9]1[CH2:14][CH2:13][N:12](C(OC(C)(C)C)=O)[CH2:11][CH2:10]1)=[O:7].Cl. (3) Given the product [CH3:14][NH:15][S:10]([C:6]1[CH:7]=[CH:8][CH:9]=[C:4]([N+:1]([O-:3])=[O:2])[CH:5]=1)(=[O:12])=[O:11], predict the reactants needed to synthesize it. The reactants are: [N+:1]([C:4]1[CH:5]=[C:6]([S:10](Cl)(=[O:12])=[O:11])[CH:7]=[CH:8][CH:9]=1)([O-:3])=[O:2].[CH3:14][NH2:15]. (4) Given the product [Br:18][CH2:19][C:20]([NH:1][CH2:2][CH2:3][O:4][CH2:5][CH2:6][O:7][CH2:8][CH2:9][NH:10][C:11](=[O:17])[O:12][C:13]([CH3:14])([CH3:16])[CH3:15])=[O:21], predict the reactants needed to synthesize it. The reactants are: [NH2:1][CH2:2][CH2:3][O:4][CH2:5][CH2:6][O:7][CH2:8][CH2:9][NH:10][C:11](=[O:17])[O:12][C:13]([CH3:16])([CH3:15])[CH3:14].[Br:18][CH2:19][C:20](Br)=[O:21].CCN(C(C)C)C(C)C.